From a dataset of TCR-epitope binding with 47,182 pairs between 192 epitopes and 23,139 TCRs. Binary Classification. Given a T-cell receptor sequence (or CDR3 region) and an epitope sequence, predict whether binding occurs between them. (1) The epitope is TPRVTGGGAM. The TCR CDR3 sequence is CASSLIGISSYNEQFF. Result: 1 (the TCR binds to the epitope). (2) The epitope is DPFRLLQNSQVFS. The TCR CDR3 sequence is CASSGGQGAYITEAFF. Result: 0 (the TCR does not bind to the epitope). (3) The epitope is DRFYKTLRAEQASQEV. The TCR CDR3 sequence is CASSFLHPSTEAFF. Result: 0 (the TCR does not bind to the epitope). (4) The epitope is VVYRGTTTY. The TCR CDR3 sequence is CASNVVEGAEQYF. Result: 0 (the TCR does not bind to the epitope). (5) The epitope is HPVGEADYFEY. The TCR CDR3 sequence is CASSATLASVTDTQYF. Result: 0 (the TCR does not bind to the epitope). (6) The epitope is NLSALGIFST. Result: 0 (the TCR does not bind to the epitope). The TCR CDR3 sequence is CASSLGLAGVDEQFF. (7) The epitope is KMQRMLLEK. The TCR CDR3 sequence is CSVPSRGYAGELFF. Result: 0 (the TCR does not bind to the epitope).